From a dataset of Full USPTO retrosynthesis dataset with 1.9M reactions from patents (1976-2016). Predict the reactants needed to synthesize the given product. (1) Given the product [CH3:1][O:2][C:3](=[O:32])[NH:4][CH:5]([C:9]([N:11]1[CH2:15][CH2:14][CH2:13][CH:12]1[C:16](=[O:31])[NH:17][C:18]1[CH:23]=[CH:22][C:21]([C:24]2[CH:29]=[CH:28][C:27]([B:33]3[O:37][C:36]([CH3:39])([CH3:38])[C:35]([CH3:41])([CH3:40])[O:34]3)=[CH:26][CH:25]=2)=[CH:20][CH:19]=1)=[O:10])[CH:6]([CH3:8])[CH3:7], predict the reactants needed to synthesize it. The reactants are: [CH3:1][O:2][C:3](=[O:32])[NH:4][CH:5]([C:9]([N:11]1[CH2:15][CH2:14][CH2:13][CH:12]1[C:16](=[O:31])[NH:17][C:18]1[CH:23]=[CH:22][C:21]([C:24]2[CH:29]=[CH:28][C:27](Br)=[CH:26][CH:25]=2)=[CH:20][CH:19]=1)=[O:10])[CH:6]([CH3:8])[CH3:7].[B:33]1([B:33]2[O:37][C:36]([CH3:39])([CH3:38])[C:35]([CH3:41])([CH3:40])[O:34]2)[O:37][C:36]([CH3:39])([CH3:38])[C:35]([CH3:41])([CH3:40])[O:34]1.C([O-])(=O)C.[K+]. (2) Given the product [Cl:1][C:2]1[C:3]([O:8][C@H:9]([CH3:14])[C:10]([F:12])([F:13])[F:11])=[N:4][CH:5]=[C:6]([B:18]2[O:19][C:20]([CH3:22])([CH3:21])[C:16]([CH3:32])([CH3:15])[O:17]2)[CH:7]=1, predict the reactants needed to synthesize it. The reactants are: [Cl:1][C:2]1[C:3]([O:8][C@H:9]([CH3:14])[C:10]([F:13])([F:12])[F:11])=[N:4][CH:5]=[CH:6][CH:7]=1.[CH3:15][C:16]1([CH3:32])[C:20]([CH3:22])([CH3:21])[O:19][B:18]([B:18]2[O:19][C:20]([CH3:22])([CH3:21])[C:16]([CH3:32])([CH3:15])[O:17]2)[O:17]1.C(C1C=CN=C(C2C=C(C(C)(C)C)C=CN=2)C=1)(C)(C)C.N#N. (3) Given the product [F:1][C:2]1[CH:7]=[CH:6][C:5]([N:8]2[C:16]3[C:11](=[CH:12][C:13]([CH:17]([C:23]4[CH:28]=[CH:27][CH:26]=[CH:25][CH:24]=4)[C:18]([CH3:22])([CH3:21])[CH2:19][NH:34][C:30]4[S:29][CH:33]=[N:32][N:31]=4)=[CH:14][CH:15]=3)[CH:10]=[N:9]2)=[CH:4][CH:3]=1, predict the reactants needed to synthesize it. The reactants are: [F:1][C:2]1[CH:7]=[CH:6][C:5]([N:8]2[C:16]3[C:11](=[CH:12][C:13]([CH:17]([C:23]4[CH:28]=[CH:27][CH:26]=[CH:25][CH:24]=4)[C:18]([CH3:22])([CH3:21])[CH:19]=O)=[CH:14][CH:15]=3)[CH:10]=[N:9]2)=[CH:4][CH:3]=1.[S:29]1[CH:33]=[N:32][N:31]=[C:30]1[NH2:34].C(O[BH-](OC(=O)C)OC(=O)C)(=O)C.[Na+].C(=O)(O)[O-].[Na+]. (4) Given the product [C:1]([NH:4][C:5]1[N:14]=[CH:13][C:12]2[C:11]([NH:24][CH2:17][C:18]3[CH:23]=[CH:22][CH:21]=[CH:20][CH:19]=3)=[N:10][CH:9]=[N:8][C:7]=2[CH:6]=1)(=[O:3])[CH3:2], predict the reactants needed to synthesize it. The reactants are: [C:1]([NH:4][C:5]1[N:14]=[CH:13][C:12]2[C:11](SC)=[N:10][CH:9]=[N:8][C:7]=2[CH:6]=1)(=[O:3])[CH3:2].[CH2:17]([NH2:24])[C:18]1[CH:23]=[CH:22][CH:21]=[CH:20][CH:19]=1. (5) Given the product [CH2:36]([S:38]([N:41]1[CH2:46][CH2:45][CH:44]([CH2:19][NH:18][C:17]([C:13]2[CH:14]=[C:15]3[C:10](=[CH:11][CH:12]=2)[CH:9]([CH:32]([CH3:33])[CH3:34])[N:8]([C:6]([O:5][C:1]([CH3:3])([CH3:4])[CH3:2])=[O:7])[CH2:16]3)=[O:31])[CH2:43][CH2:42]1)(=[O:39])=[O:40])[CH3:37], predict the reactants needed to synthesize it. The reactants are: [C:1]([O:5][C:6]([N:8]1[CH2:16][C:15]2[C:10](=[CH:11][CH:12]=[C:13]([C:17](=[O:31])[NH:18][CH2:19]C3C=CC(S(CC)(=O)=O)=CN=3)[CH:14]=2)[CH:9]1[CH:32]([CH3:34])[CH3:33])=[O:7])([CH3:4])([CH3:3])[CH3:2].Cl.[CH2:36]([S:38]([N:41]1[CH2:46][CH2:45][CH:44](CN)[CH2:43][CH2:42]1)(=[O:40])=[O:39])[CH3:37].